From a dataset of Retrosynthesis with 50K atom-mapped reactions and 10 reaction types from USPTO. Predict the reactants needed to synthesize the given product. (1) Given the product COC(=O)c1cn2cc(-c3cnn(C(=O)OC(C)(C)C)c3)cc(C(F)(F)F)c2n1, predict the reactants needed to synthesize it. The reactants are: CC(C)(C)OC(=O)n1cc(B2OC(C)(C)C(C)(C)O2)cn1.COC(=O)c1cn2cc(Br)cc(C(F)(F)F)c2n1. (2) Given the product Cc1nc(N[C@@H](CO)c2ccc(F)cc2)nc(Nc2cc(C3CC3)[nH]n2)c1N, predict the reactants needed to synthesize it. The reactants are: Cc1nc(N[C@@H](CO)c2ccc(F)cc2)nc(Nc2cc(C3CC3)[nH]n2)c1[N+](=O)[O-]. (3) Given the product CC(=O)CNC(=O)c1ccc(Cc2cc([C@@H]3O[C@H](COCc4ccccc4)[C@@H](OCc4ccccc4)[C@H](OCc4ccccc4)[C@H]3OCc3ccccc3)ccc2Cl)nn1, predict the reactants needed to synthesize it. The reactants are: CC(=O)CN.O=C(O)c1ccc(Cc2cc([C@@H]3O[C@H](COCc4ccccc4)[C@@H](OCc4ccccc4)[C@H](OCc4ccccc4)[C@H]3OCc3ccccc3)ccc2Cl)nn1.